From a dataset of Catalyst prediction with 721,799 reactions and 888 catalyst types from USPTO. Predict which catalyst facilitates the given reaction. (1) Reactant: [C:1]1(=[O:7])[O:6][C:4](=O)[CH2:3][CH2:2]1.[NH2:8][CH2:9][C:10]1[N:15]=[C:14]2[S:16][C:17]3[CH2:22][S@@:21](=[O:23])[CH2:20][CH2:19][C:18]=3[C:13]2=[C:12]([C:24]2[CH:29]=[CH:28][C:27]([O:30][CH3:31])=[CH:26][CH:25]=2)[C:11]=1[Cl:32].C(N1C=CN=C1)(N1C=CN=C1)=O.O. Product: [Cl:32][C:11]1[C:12]([C:24]2[CH:29]=[CH:28][C:27]([O:30][CH3:31])=[CH:26][CH:25]=2)=[C:13]2[C:18]3[CH2:19][CH2:20][S@:21](=[O:23])[CH2:22][C:17]=3[S:16][C:14]2=[N:15][C:10]=1[CH2:9][N:8]1[C:1](=[O:7])[CH2:2][CH2:3][C:4]1=[O:6]. The catalyst class is: 3. (2) Reactant: Br[C:2]1[NH:3][C:4](=[O:11])[C:5]2[NH:6][CH:7]=[N:8][C:9]=2[N:10]=1.[F:12][C:13]([F:28])([F:27])[C:14]1[CH:26]=[CH:25][CH:24]=[CH:23][C:15]=1[O:16][CH:17]1[CH2:22][CH2:21][NH:20][CH2:19][CH2:18]1. Product: [F:28][C:13]([F:12])([F:27])[C:14]1[CH:26]=[CH:25][CH:24]=[CH:23][C:15]=1[O:16][CH:17]1[CH2:22][CH2:21][N:20]([C:2]2[NH:3][C:4](=[O:11])[C:5]3[N:6]=[CH:7][NH:8][C:9]=3[N:10]=2)[CH2:19][CH2:18]1. The catalyst class is: 40.